This data is from Catalyst prediction with 721,799 reactions and 888 catalyst types from USPTO. The task is: Predict which catalyst facilitates the given reaction. (1) Reactant: Cl[C:2]1[C:11]([CH3:12])=[C:10]([Cl:13])[C:9]2[C:4](=[CH:5][C:6]([F:15])=[CH:7][C:8]=2[F:14])[N:3]=1.[CH3:16][C:17]1[CH:22]=[C:21]([C:23]([F:26])([F:25])[F:24])[CH:20]=[CH:19][C:18]=1B(O)O.C(=O)([O-])[O-].[K+].[K+]. Product: [Cl:13][C:10]1[C:9]2[C:4](=[CH:5][C:6]([F:15])=[CH:7][C:8]=2[F:14])[N:3]=[C:2]([C:18]2[CH:19]=[CH:20][C:21]([C:23]([F:24])([F:26])[F:25])=[CH:22][C:17]=2[CH3:16])[C:11]=1[CH3:12]. The catalyst class is: 11. (2) Reactant: [CH2:1]([O:3][C:4]1[CH:5]=[CH:6][C:7]([N+:16]([O-])=O)=[C:8]([N:10]2[CH2:15][CH2:14][CH2:13][CH2:12][CH2:11]2)[CH:9]=1)[CH3:2]. Product: [CH2:1]([O:3][C:4]1[CH:5]=[CH:6][C:7]([NH2:16])=[C:8]([N:10]2[CH2:15][CH2:14][CH2:13][CH2:12][CH2:11]2)[CH:9]=1)[CH3:2]. The catalyst class is: 45. (3) Reactant: F[C:2]1[CH:7]=[CH:6][C:5]([NH:8][C:9](=[O:12])[O:10][CH3:11])=[CH:4][C:3]=1[N+:13]([O-:15])=[O:14].[CH:16]1([CH2:19][NH2:20])[CH2:18][CH2:17]1. Product: [CH:16]1([CH2:19][NH:20][C:2]2[CH:7]=[CH:6][C:5]([NH:8][C:9](=[O:12])[O:10][CH3:11])=[CH:4][C:3]=2[N+:13]([O-:15])=[O:14])[CH2:18][CH2:17]1. The catalyst class is: 8. (4) Reactant: [H-].[Na+].[C:3]([NH:10][C:11]([O:13][C:14]([CH3:17])([CH3:16])[CH3:15])=[O:12])([O:5][C:6]([CH3:9])([CH3:8])[CH3:7])=[O:4].Cl.Cl[CH:20]([C:41]1[CH:46]=[CH:45][CH:44]=[CH:43][CH:42]=1)[C:21]1[CH:26]=[CH:25][C:24]([NH:27][C:28]([C@H:30]2[O:34][N:33]=[C:32]([C:35]3[CH:36]=[N:37][CH:38]=[CH:39][CH:40]=3)[CH2:31]2)=[O:29])=[CH:23][CH:22]=1. Product: [N:37]1[CH:38]=[CH:39][CH:40]=[C:35]([C:32]2[CH2:31][C@@H:30]([C:28]([NH:27][C:24]3[CH:25]=[CH:26][C:21]([CH:20]([N:10]([C:3]([O:5][C:6]([CH3:8])([CH3:9])[CH3:7])=[O:4])[C:11](=[O:12])[O:13][C:14]([CH3:17])([CH3:16])[CH3:15])[C:41]4[CH:46]=[CH:45][CH:44]=[CH:43][CH:42]=4)=[CH:22][CH:23]=3)=[O:29])[O:34][N:33]=2)[CH:36]=1. The catalyst class is: 3. (5) Product: [C:1]([O:5][C:6](=[O:37])[NH:7][C:8]1[CH:13]=[CH:12][CH:11]=[C:10]([C:14]2[CH:19]=[CH:18][C:17]([S:20]([N:23]3[CH2:27][CH2:26][CH2:25][CH:24]3[CH2:28][OH:29])(=[O:22])=[O:21])=[CH:16][CH:15]=2)[N:9]=1)([CH3:4])([CH3:2])[CH3:3]. Reactant: [C:1]([O:5][C:6](=[O:37])[NH:7][C:8]1[CH:13]=[CH:12][CH:11]=[C:10]([C:14]2[CH:19]=[CH:18][C:17]([S:20]([N:23]3[CH2:27][CH2:26][CH2:25][CH:24]3[C:28](C)(C)[O:29][SiH2]C(C)(C)C)(=[O:22])=[O:21])=[CH:16][CH:15]=2)[N:9]=1)([CH3:4])([CH3:3])[CH3:2].CCCC[N+](CCCC)(CCCC)CCCC.[F-]. The catalyst class is: 2. (6) Reactant: [CH2:1]([O:8][C:9]([CH2:11][C:12]1[C:13](=[O:21])[CH2:14][C@@H:15]([O:17]C(=O)C)[CH:16]=1)=[O:10])[C:2]1[CH:7]=[CH:6][CH:5]=[CH:4][CH:3]=1.C(O)C1C=CC=CC=1.C(OC(CC1C(=O)C[C@@H](OC(=O)C)C=1)=O)C. Product: [CH2:1]([O:8][C:9]([CH2:11][C:12]1[C:13](=[O:21])[CH2:14][C@@H:15]([OH:17])[CH:16]=1)=[O:10])[C:2]1[CH:3]=[CH:4][CH:5]=[CH:6][CH:7]=1. The catalyst class is: 8.